Dataset: Peptide-MHC class I binding affinity with 185,985 pairs from IEDB/IMGT. Task: Regression. Given a peptide amino acid sequence and an MHC pseudo amino acid sequence, predict their binding affinity value. This is MHC class I binding data. The peptide sequence is GEYNHVVAA. The MHC is HLA-B44:02 with pseudo-sequence HLA-B44:02. The binding affinity (normalized) is 0.237.